Task: Predict the product of the given reaction.. Dataset: Forward reaction prediction with 1.9M reactions from USPTO patents (1976-2016) (1) Given the reactants [Br:1][C:2]1[C:3](=[O:27])[N:4]([C:19]2[C:24]([F:25])=[CH:23][CH:22]=[CH:21][C:20]=2[F:26])[C:5]([CH3:18])=[CH:6][C:7]=1[O:8][CH2:9][C:10]1[CH:15]=[CH:14][C:13]([F:16])=[CH:12][C:11]=1[F:17].[I:28]N1C(=O)CCC1=O.ClC(Cl)C(O)=O, predict the reaction product. The product is: [Br:1][C:2]1[C:3](=[O:27])[N:4]([C:19]2[C:24]([F:25])=[CH:23][CH:22]=[CH:21][C:20]=2[F:26])[C:5]([CH3:18])=[C:6]([I:28])[C:7]=1[O:8][CH2:9][C:10]1[CH:15]=[CH:14][C:13]([F:16])=[CH:12][C:11]=1[F:17]. (2) Given the reactants CS(O[CH2:6][CH2:7][O:8][C:9]1[CH:14]=[CH:13][C:12]([CH2:15][C:16]([CH3:29])([O:22][C:23]2[CH:28]=[CH:27][CH:26]=[CH:25][CH:24]=2)[C:17]([O:19][CH2:20][CH3:21])=[O:18])=[CH:11][CH:10]=1)(=O)=O.[N-:30]=[N+:31]=[N-:32].[Na+], predict the reaction product. The product is: [N:30]([CH2:6][CH2:7][O:8][C:9]1[CH:14]=[CH:13][C:12]([CH2:15][C:16]([CH3:29])([O:22][C:23]2[CH:28]=[CH:27][CH:26]=[CH:25][CH:24]=2)[C:17]([O:19][CH2:20][CH3:21])=[O:18])=[CH:11][CH:10]=1)=[N+:31]=[N-:32].